Dataset: Forward reaction prediction with 1.9M reactions from USPTO patents (1976-2016). Task: Predict the product of the given reaction. (1) Given the reactants Cl[C:2]1[CH:3]=[CH:4][C:5]2[N:6]([C:8]([S:15]([N:18]=[CH:19][N:20]([CH3:22])[CH3:21])(=[O:17])=[O:16])=[C:9]([C:11]([F:14])([F:13])[F:12])[N:10]=2)[N:7]=1.[Br-].[CH2:24]([Zn+])[CH2:25][CH3:26].O.Cl, predict the reaction product. The product is: [CH3:21][N:20]([CH3:22])[CH:19]=[N:18][S:15]([C:8]1[N:6]2[N:7]=[C:2]([CH2:24][CH2:25][CH3:26])[CH:3]=[CH:4][C:5]2=[N:10][C:9]=1[C:11]([F:14])([F:13])[F:12])(=[O:17])=[O:16]. (2) The product is: [Cl:33][C:30]1[CH:31]=[CH:32][C:27]([CH:8]([C:5]2[CH:4]=[CH:3][C:2]([Cl:1])=[CH:7][CH:6]=2)[N:9]2[CH2:10][C:11](=[CH:13][S:14]([CH2:17][C:18]3[CH:19]=[C:20]([CH:24]=[CH:25][CH:26]=3)[C:21]([NH:34][CH2:35][CH:36]3[CH2:40][CH2:39][CH2:38][N:37]3[CH2:41][CH3:42])=[O:22])(=[O:15])=[O:16])[CH2:12]2)=[CH:28][CH:29]=1. Given the reactants [Cl:1][C:2]1[CH:7]=[CH:6][C:5]([CH:8]([C:27]2[CH:32]=[CH:31][C:30]([Cl:33])=[CH:29][CH:28]=2)[N:9]2[CH2:12][C:11](=[CH:13][S:14]([CH2:17][C:18]3[CH:19]=[C:20]([CH:24]=[CH:25][CH:26]=3)[C:21](O)=[O:22])(=[O:16])=[O:15])[CH2:10]2)=[CH:4][CH:3]=1.[NH2:34][CH2:35][CH:36]1[CH2:40][CH2:39][CH2:38][N:37]1[CH2:41][CH3:42], predict the reaction product.